From a dataset of Reaction yield outcomes from USPTO patents with 853,638 reactions. Predict the reaction yield, written as a fraction of the theoretical maximum amount of product (1.0 means a 100% yield; for example, 0.34 means a 34% yield). (1) The reactants are [NH2:1][C:2]1[C:7]([CH2:8][N:9]([C:12]([CH3:37])=[C:13](SSC(CCO)=C(NC(CC2C(N)=NC(C)=CC=2)=O)C)[CH2:14][CH2:15][OH:16])[CH:10]=[O:11])=[CH:6][CH:5]=[C:4]([CH3:38])[N:3]=1.[CH2:39]([S:42][S:43]CCC)[CH2:40][CH3:41].[OH-].[Na+].C(OCC)(=O)C. The catalyst is CO.O.C(Cl)(Cl)Cl. The product is [NH2:1][C:2]1[C:7]([CH2:8][N:9]([C:12]([CH3:37])=[CH:13][CH2:14][CH:15]([S:43][S:42][CH2:39][CH2:40][CH3:41])[OH:16])[CH:10]=[O:11])=[CH:6][CH:5]=[C:4]([CH3:38])[N:3]=1. The yield is 0.410. (2) The catalyst is CC1C=CC=CC=1C.[Cu-]=O. The reactants are [C:1]([N:9]1[CH2:22][CH2:21][C:20]2[C:19]3[C:18](Br)=[CH:17][CH:16]=[CH:15][C:14]=3[NH:13][C:12]=2[CH2:11][CH2:10]1)(=[O:8])[C:2]1[CH:7]=[CH:6][CH:5]=[CH:4][CH:3]=1.[C:24]1([OH:30])[CH:29]=[CH:28][CH:27]=[CH:26][CH:25]=1.C(=O)([O-])[O-].[Cs+].[Cs+]. The product is [C:1]([N:9]1[CH2:22][CH2:21][C:20]2[C:19]3[C:18]([O:30][C:24]4[CH:29]=[CH:28][CH:27]=[CH:26][CH:25]=4)=[CH:17][CH:16]=[CH:15][C:14]=3[NH:13][C:12]=2[CH2:11][CH2:10]1)(=[O:8])[C:2]1[CH:7]=[CH:6][CH:5]=[CH:4][CH:3]=1. The yield is 0.290. (3) The reactants are [Br:1][CH2:2][C:3](=O)[C:4]([O:6][CH2:7][CH3:8])=[O:5].[NH2:10][C:11]([NH:13][C:14]([NH:16][C:17](=[O:23])[O:18][C:19]([CH3:22])([CH3:21])[CH3:20])=[NH:15])=[S:12]. The catalyst is CC(C)=O. The product is [BrH:1].[C:19]([O:18][C:17]([NH:16][C:14]([NH:13][C:11]1[S:12][CH:2]=[C:3]([C:4]([O:6][CH2:7][CH3:8])=[O:5])[N:10]=1)=[NH:15])=[O:23])([CH3:22])([CH3:20])[CH3:21]. The yield is 0.710.